This data is from Catalyst prediction with 721,799 reactions and 888 catalyst types from USPTO. The task is: Predict which catalyst facilitates the given reaction. Reactant: [NH2:1][C:2]1[C:3]([F:16])=[C:4]([NH:9][S:10]([CH2:13][CH2:14][CH3:15])(=[O:12])=[O:11])[CH:5]=[CH:6][C:7]=1[F:8].[H-].[Na+].[CH2:19](Br)[C:20]1[CH:25]=[CH:24][CH:23]=[CH:22][CH:21]=1.[Cl-].[NH4+]. Product: [NH2:1][C:2]1[C:3]([F:16])=[C:4]([N:9]([CH2:19][C:20]2[CH:25]=[CH:24][CH:23]=[CH:22][CH:21]=2)[S:10]([CH2:13][CH2:14][CH3:15])(=[O:12])=[O:11])[CH:5]=[CH:6][C:7]=1[F:8]. The catalyst class is: 9.